From a dataset of Reaction yield outcomes from USPTO patents with 853,638 reactions. Predict the reaction yield, written as a fraction of the theoretical maximum amount of product (1.0 means a 100% yield; for example, 0.34 means a 34% yield). (1) The reactants are [O:1]=O.[CH2:3]([N:5]1[C:11]2[N:12]=[CH:13][C:14]([CH2:16][CH:17]=C)=[CH:15][C:10]=2[C:9](=[O:19])[N:8]([CH3:20])[C:7]2[CH:21]=[CH:22][CH:23]=[N:24][C:6]1=2)[CH3:4].[BH4-].[Na+].[NH4+].[Cl-]. The catalyst is C(Cl)Cl.CO. The product is [CH2:3]([N:5]1[C:11]2[N:12]=[CH:13][C:14]([CH2:16][CH2:17][OH:1])=[CH:15][C:10]=2[C:9](=[O:19])[N:8]([CH3:20])[C:7]2[CH:21]=[CH:22][CH:23]=[N:24][C:6]1=2)[CH3:4]. The yield is 0.720. (2) The reactants are O=C1C2C(=CC=CC=2)C(=O)[N:3]1[CH2:12][CH2:13][O:14][C:15]1[CH:20]=[CH:19][C:18]([C:21](=[O:27])[NH:22][CH2:23][CH:24]([CH3:26])[CH3:25])=[CH:17][C:16]=1[C:28]1[CH:29]=[CH:30][C:31]2[O:35][C:34]([C:36]3[CH:41]=[CH:40][C:39]([F:42])=[CH:38][CH:37]=3)=[C:33]([C:43]([NH:45][CH3:46])=[O:44])[C:32]=2[CH:47]=1.NN. The catalyst is CO.O.O.CO.C(#N)C.O.C(#N)C. The product is [NH2:3][CH2:12][CH2:13][O:14][C:15]1[CH:20]=[CH:19][C:18]([C:21](=[O:27])[NH:22][CH2:23][CH:24]([CH3:26])[CH3:25])=[CH:17][C:16]=1[C:28]1[CH:29]=[CH:30][C:31]2[O:35][C:34]([C:36]3[CH:37]=[CH:38][C:39]([F:42])=[CH:40][CH:41]=3)=[C:33]([C:43]([NH:45][CH3:46])=[O:44])[C:32]=2[CH:47]=1. The yield is 0.580. (3) The product is [F:12][C:13]1[CH:14]=[CH:15][C:16]([NH:19][C:20]([C:22]2[C:26]([NH:27][C:5](=[O:7])[C:4]3[CH:8]=[CH:9][CH:10]=[CH:11][C:3]=3[O:2][CH3:1])=[CH:25][NH:24][N:23]=2)=[O:21])=[CH:17][CH:18]=1. The reactants are [CH3:1][O:2][C:3]1[CH:11]=[CH:10][CH:9]=[CH:8][C:4]=1[C:5]([OH:7])=O.[F:12][C:13]1[CH:18]=[CH:17][C:16]([NH:19][C:20]([C:22]2[C:26]([NH2:27])=[CH:25][NH:24][N:23]=2)=[O:21])=[CH:15][CH:14]=1.C(Cl)CCl.C1C=CC2N(O)N=NC=2C=1. The catalyst is CN(C=O)C. The yield is 0.150. (4) The reactants are [CH2:1]([O:4][C:5]1[CH:12]=[CH:11][C:8]([CH:9]=O)=[CH:7][CH:6]=1)[CH2:2][CH3:3].[CH3:13][C:14]([C:16]1[CH:21]=[CH:20][C:19]([O:22][CH3:23])=[C:18]([O:24][CH3:25])[C:17]=1[O:26][CH3:27])=[O:15].[OH-].[Na+]. The catalyst is CO. The product is [CH2:1]([O:4][C:5]1[CH:12]=[CH:11][C:8](/[CH:9]=[CH:13]/[C:14]([C:16]2[CH:21]=[CH:20][C:19]([O:22][CH3:23])=[C:18]([O:24][CH3:25])[C:17]=2[O:26][CH3:27])=[O:15])=[CH:7][CH:6]=1)[CH2:2][CH3:3]. The yield is 0.860. (5) The product is [C:25]([O:24][C:23]([N:22]([C:19]1[C:18]2[CH:37]=[C:38]([Cl:39])[C:15]([CH2:14][O:12][C:4]3[CH:5]=[N:6][C:7]([O:8][CH:9]([CH3:10])[CH3:11])=[C:2]([Cl:1])[CH:3]=3)=[CH:16][C:17]=2[O:21][N:20]=1)[C:30](=[O:31])[O:32][C:33]([CH3:36])([CH3:35])[CH3:34])=[O:29])([CH3:26])([CH3:27])[CH3:28]. The reactants are [Cl:1][C:2]1[CH:3]=[C:4]([OH:12])[CH:5]=[N:6][C:7]=1[O:8][CH:9]([CH3:11])[CH3:10].Br[CH2:14][C:15]1[C:38]([Cl:39])=[CH:37][C:18]2[C:19]([N:22]([C:30]([O:32][C:33]([CH3:36])([CH3:35])[CH3:34])=[O:31])[C:23](=[O:29])[O:24][C:25]([CH3:28])([CH3:27])[CH3:26])=[N:20][O:21][C:17]=2[CH:16]=1.C(=O)([O-])[O-].[K+].[K+]. The yield is 0.600. The catalyst is CN(C=O)C.